This data is from HIV replication inhibition screening data with 41,000+ compounds from the AIDS Antiviral Screen. The task is: Binary Classification. Given a drug SMILES string, predict its activity (active/inactive) in a high-throughput screening assay against a specified biological target. The drug is Cl.Nc1ccc(C=Cc2ccc([N+](=O)[O-])cc2S(=O)(=O)O)c(S(=O)(=O)O)c1. The result is 0 (inactive).